This data is from Full USPTO retrosynthesis dataset with 1.9M reactions from patents (1976-2016). The task is: Predict the reactants needed to synthesize the given product. (1) Given the product [NH2:17][C:14]1[CH:15]=[CH:16][C:11]([CH:6]2[CH2:7][NH:8][C:3](=[O:2])[CH2:4][S:5]2)=[CH:12][CH:13]=1, predict the reactants needed to synthesize it. The reactants are: C[O:2][C:3](=O)[CH2:4][S:5][CH:6]([C:11]1[CH:16]=[CH:15][C:14]([N+:17]([O-])=O)=[CH:13][CH:12]=1)[CH2:7][N+:8]([O-])=O. (2) Given the product [OH:1][CH2:2][C:3]([CH2:8][OH:9])([CH2:6][OH:7])[CH2:4][O:5][CH2:14][CH2:13][C:12]([O:16][C:17]([CH3:20])([CH3:19])[CH3:18])=[O:15], predict the reactants needed to synthesize it. The reactants are: [OH:1][CH2:2][C:3]([CH2:8][OH:9])([CH2:6][OH:7])[CH2:4][OH:5].[OH-].[Na+].[C:12]([O:16][C:17]([CH3:20])([CH3:19])[CH3:18])(=[O:15])[CH:13]=[CH2:14]. (3) Given the product [CH2:1]([O:3][C:4]([C:6]1[N:7]([C:16]2[CH:21]=[CH:20][C:19]([O:22][CH:23]([CH3:24])[CH3:25])=[CH:18][CH:17]=2)[C:8]2[C:13]([C:14]=1[Br:53])=[CH:12][CH:11]=[C:10]([O:15][C:32]1[CH:31]=[CH:30][CH:29]=[C:28]([C:27]([F:38])([F:37])[F:26])[CH:33]=1)[CH:9]=2)=[O:5])[CH3:2], predict the reactants needed to synthesize it. The reactants are: [CH2:1]([O:3][C:4]([C:6]1[N:7]([C:16]2[CH:21]=[CH:20][C:19]([O:22][CH:23]([CH3:25])[CH3:24])=[CH:18][CH:17]=2)[C:8]2[C:13]([CH:14]=1)=[CH:12][CH:11]=[C:10]([OH:15])[CH:9]=2)=[O:5])[CH3:2].[F:26][C:27]([F:38])([F:37])[C:28]1[CH:29]=[C:30](B(O)O)[CH:31]=[CH:32][CH:33]=1.C(OC(C1N(C2C=CC(OC(C)C)=CC=2)C2C(C=1[Br:53])=CC(OC1C=CC(C(F)(F)F)=CC=1)=CC=2)=O)C. (4) Given the product [N:35]1[O:36][N:37]=[C:33]2[CH:32]=[C:31]([CH2:30][N:19]3[C:14]4[C:15](=[O:18])[N:16]([CH3:17])[C:11]([CH:6]([O:5][C:1]([CH3:4])([CH3:3])[CH3:2])[C:7]([O:9][CH3:10])=[O:8])=[C:12]([C:22]5[CH:27]=[CH:26][C:25]([CH3:28])=[CH:24][CH:23]=5)[C:13]=4[CH:21]=[CH:20]3)[CH:39]=[CH:38][C:34]=12, predict the reactants needed to synthesize it. The reactants are: [C:1]([O:5][CH:6]([C:11]1[N:16]([CH3:17])[C:15](=[O:18])[C:14]2[NH:19][CH:20]=[CH:21][C:13]=2[C:12]=1[C:22]1[CH:27]=[CH:26][C:25]([CH3:28])=[CH:24][CH:23]=1)[C:7]([O:9][CH3:10])=[O:8])([CH3:4])([CH3:3])[CH3:2].Br[CH2:30][C:31]1[CH:39]=[CH:38][C:34]2=[N:35][O:36][N:37]=[C:33]2[CH:32]=1.C(=O)([O-])[O-].[Cs+].[Cs+].O. (5) Given the product [Cl:23][C:24]1[CH:25]=[C:26]([NH:37][C:38]2[N:40]=[CH:4][C:5]3[CH2:6][C:7]([CH3:21])([CH3:22])[C:8]4[C:9]([C:16]([O:18][CH2:19][CH3:20])=[O:17])=[N:10][N:11]([CH3:15])[C:12]=4[C:13]=3[N:39]=2)[CH:27]=[CH:28][C:29]=1[N:30]1[CH2:35][CH2:34][N:33]([CH3:36])[CH2:32][CH2:31]1, predict the reactants needed to synthesize it. The reactants are: CN([CH:4]=[C:5]1[C:13](=O)[C:12]2[N:11]([CH3:15])[N:10]=[C:9]([C:16]([O:18][CH2:19][CH3:20])=[O:17])[C:8]=2[C:7]([CH3:22])([CH3:21])[CH2:6]1)C.[Cl:23][C:24]1[CH:25]=[C:26]([NH:37][C:38]([NH2:40])=[NH:39])[CH:27]=[CH:28][C:29]=1[N:30]1[CH2:35][CH2:34][N:33]([CH3:36])[CH2:32][CH2:31]1. (6) Given the product [CH2:26]([O:25][C:16]1[CH:15]=[C:10]([CH:9]=[C:8]([O:7][CH2:1][CH2:2][CH2:3][CH2:4][CH2:5][CH3:6])[C:17]=1[O:18][CH2:19][CH2:20][CH2:21][CH2:22][CH2:23][CH3:24])[C:11]([NH:13][NH:14][C:33]([C:35]1[CH:44]=[CH:43][C:38]([C:39]([O:41][CH3:42])=[O:40])=[CH:37][CH:36]=1)=[O:34])=[O:12])[CH2:27][CH2:28][CH2:29][CH2:30][CH3:31], predict the reactants needed to synthesize it. The reactants are: [CH2:1]([O:7][C:8]1[CH:9]=[C:10]([CH:15]=[C:16]([O:25][CH2:26][CH2:27][CH2:28][CH2:29][CH2:30][CH3:31])[C:17]=1[O:18][CH2:19][CH2:20][CH2:21][CH2:22][CH2:23][CH3:24])[C:11]([NH:13][NH2:14])=[O:12])[CH2:2][CH2:3][CH2:4][CH2:5][CH3:6].Cl[C:33]([C:35]1[CH:44]=[CH:43][C:38]([C:39]([O:41][CH3:42])=[O:40])=[CH:37][CH:36]=1)=[O:34].N1C=CC=CC=1.O. (7) Given the product [NH2:27][C:23]1[CH:22]=[C:21]([NH:28][C:4]2[C:9]([N+:10]([O-:12])=[O:11])=[CH:8][CH:7]=[C:6]([Cl:13])[N:5]=2)[CH:26]=[CH:25][CH:24]=1, predict the reactants needed to synthesize it. The reactants are: CO.Cl[C:4]1[C:9]([N+:10]([O-:12])=[O:11])=[CH:8][CH:7]=[C:6]([Cl:13])[N:5]=1.C(N(CC)CC)C.[C:21]1([NH2:28])[CH:26]=[CH:25][CH:24]=[C:23]([NH2:27])[CH:22]=1.